From a dataset of Forward reaction prediction with 1.9M reactions from USPTO patents (1976-2016). Predict the product of the given reaction. (1) Given the reactants [CH3:1][C:2]1[CH:7]=[C:6]([N+:8]([O-:10])=[O:9])[CH:5]=[CH:4][C:3]=1[N:11]=[C:12]1[S:16][CH2:15][C:14]2([CH2:20][CH2:19][CH2:18][CH2:17]2)[NH:13]1.[CH:21]1(Br)[CH2:26][CH2:25][CH2:24][CH2:23][CH2:22]1, predict the reaction product. The product is: [CH3:1][C:2]1[CH:7]=[C:6]([N+:8]([O-:10])=[O:9])[CH:5]=[CH:4][C:3]=1[N:11]=[C:12]1[S:16][CH2:15][C:14]2([CH2:17][CH2:18][CH2:19][CH2:20]2)[N:13]1[CH:21]1[CH2:26][CH2:25][CH2:24][CH2:23][CH2:22]1. (2) Given the reactants [OH-:1].[NH4+:2].C(=O)(O)[O-].[Na+].[N:8]1[CH:13]=[CH:12][CH:11]=[CH:10][C:9]=1[C:14]#[N:15], predict the reaction product. The product is: [OH:1]/[N:15]=[C:14](\[NH2:2])/[C:9]1[CH:10]=[CH:11][CH:12]=[CH:13][N:8]=1.